From a dataset of Full USPTO retrosynthesis dataset with 1.9M reactions from patents (1976-2016). Predict the reactants needed to synthesize the given product. Given the product [Br:1][C:2]1[CH:3]=[C:4]([CH:8]([CH2:12][CH:13]([CH3:15])[CH3:14])[C:9]([N:29]=[N+:30]=[N-:31])=[O:10])[CH:5]=[CH:6][CH:7]=1, predict the reactants needed to synthesize it. The reactants are: [Br:1][C:2]1[CH:3]=[C:4]([CH:8]([CH2:12][CH:13]([CH3:15])[CH3:14])[C:9](O)=[O:10])[CH:5]=[CH:6][CH:7]=1.C(N(CC)CC)C.ClC(OCC)=O.[N-:29]=[N+:30]=[N-:31].[Na+].